Dataset: Reaction yield outcomes from USPTO patents with 853,638 reactions. Task: Predict the reaction yield, written as a fraction of the theoretical maximum amount of product (1.0 means a 100% yield; for example, 0.34 means a 34% yield). The reactants are [Cl:1][C:2]1[C:3]([C:12](Cl)=[O:13])=[N:4][C:5]2[C:10]([N:11]=1)=[CH:9][CH:8]=[CH:7][CH:6]=2.[NH2:15][C:16]1[CH:21]=[CH:20][N:19]=[C:18]([C:22]([O:24][CH3:25])=[O:23])[CH:17]=1.N1C=CC=CC=1.O. The catalyst is ClCCl. The product is [Cl:1][C:2]1[C:3]([C:12]([NH:15][C:16]2[CH:21]=[CH:20][N:19]=[C:18]([C:22]([O:24][CH3:25])=[O:23])[CH:17]=2)=[O:13])=[N:4][C:5]2[C:10]([N:11]=1)=[CH:9][CH:8]=[CH:7][CH:6]=2. The yield is 0.550.